This data is from Catalyst prediction with 721,799 reactions and 888 catalyst types from USPTO. The task is: Predict which catalyst facilitates the given reaction. Reactant: [C:1]1([C@@H:7]2[CH2:12][CH2:11][C@H:10]([CH2:13][NH2:14])[CH2:9][CH2:8]2)[CH:6]=[CH:5][CH:4]=[CH:3][CH:2]=1.[Cl:15][C:16]1[CH:24]=[CH:23][C:19]([C:20](Cl)=[O:21])=[CH:18][CH:17]=1.CCN(CC)CC. Product: [Cl:15][C:16]1[CH:24]=[CH:23][C:19]([C:20]([NH:14][CH2:13][C@H:10]2[CH2:11][CH2:12][C@@H:7]([C:1]3[CH:6]=[CH:5][CH:4]=[CH:3][CH:2]=3)[CH2:8][CH2:9]2)=[O:21])=[CH:18][CH:17]=1. The catalyst class is: 2.